This data is from Forward reaction prediction with 1.9M reactions from USPTO patents (1976-2016). The task is: Predict the product of the given reaction. (1) Given the reactants [C:1]1(=[O:10])[C:5]2=[CH:6][S:7][CH:8]=[C:4]2[C:3](=[O:9])O1.FC(F)(F)C(O)=O.[NH2:18][CH:19]1[CH2:24][CH2:23][C:22](=[O:25])[NH:21][C:20]1=[O:26], predict the reaction product. The product is: [O:26]=[C:20]1[CH:19]([N:18]2[C:3](=[O:9])[C:4]3=[CH:8][S:7][CH:6]=[C:5]3[C:1]2=[O:10])[CH2:24][CH2:23][C:22](=[O:25])[NH:21]1. (2) The product is: [CH3:1][C:2]1[CH:6]=[CH:5][S:4][C:3]=1[CH2:7][NH:8][C:10]1[S:9][CH2:15][C:13](=[O:14])[N:12]=1. Given the reactants [CH3:1][C:2]1[CH:6]=[CH:5][S:4][C:3]=1[CH2:7][NH2:8].[S:9]1[CH2:15][C:13](=[O:14])[NH:12][C:10]1=S.C(N(C(C)C)CC)(C)C, predict the reaction product. (3) Given the reactants [Br:1][CH2:2][C:3](O[C:3](=[O:4])[CH2:2][Br:1])=[O:4].[C:10]([NH:17][CH2:18][CH2:19][NH2:20])([O:12][C:13]([CH3:16])([CH3:15])[CH3:14])=[O:11].C1C=C2C(C(O)(O)C(=O)C2=CC=1)=O, predict the reaction product. The product is: [Br:1][CH2:2][C:3]([NH:20][CH2:19][CH2:18][NH:17][C:10]([O:12][C:13]([CH3:14])([CH3:15])[CH3:16])=[O:11])=[O:4]. (4) Given the reactants [CH2:1]=O.[NH:3]1[CH2:8][CH2:7][CH:6]([O:9][C:10]2[CH:19]=[CH:18][C:13]([C:14]([O:16][CH3:17])=[O:15])=[CH:12][CH:11]=2)[CH2:5][CH2:4]1, predict the reaction product. The product is: [CH3:1][N:3]1[CH2:4][CH2:5][CH:6]([O:9][C:10]2[CH:19]=[CH:18][C:13]([C:14]([O:16][CH3:17])=[O:15])=[CH:12][CH:11]=2)[CH2:7][CH2:8]1. (5) Given the reactants Br[C:2]1[CH:11]=[CH:10][C:9]([O:12][CH2:13][CH2:14][CH3:15])=[C:8]2[C:3]=1[CH2:4][CH2:5][CH2:6][CH2:7]2.[Li]CCCC.CN([CH:24]=[O:25])C, predict the reaction product. The product is: [CH2:13]([O:12][C:9]1[C:8]2[CH2:7][CH2:6][CH2:5][CH2:4][C:3]=2[C:2]([CH:24]=[O:25])=[CH:11][CH:10]=1)[CH2:14][CH3:15]. (6) Given the reactants [Cl:1][C:2]1[CH:7]=[CH:6][C:5]([C:8]2[N:13]=[CH:12][C:11]([OH:14])=[CH:10][N:9]=2)=[CH:4][CH:3]=1.[CH2:15]([O:17][C:18]([C:20]1([CH2:35]I)[CH2:24][CH2:23][N:22]([C:25](=[O:34])[C:26]2[CH:31]=[CH:30][CH:29]=[CH:28][C:27]=2[O:32][CH3:33])[CH2:21]1)=[O:19])[CH3:16], predict the reaction product. The product is: [CH2:15]([O:17][C:18]([C:20]1([CH2:35][O:14][C:11]2[CH:12]=[N:13][C:8]([C:5]3[CH:4]=[CH:3][C:2]([Cl:1])=[CH:7][CH:6]=3)=[N:9][CH:10]=2)[CH2:24][CH2:23][N:22]([C:25](=[O:34])[C:26]2[CH:31]=[CH:30][CH:29]=[CH:28][C:27]=2[O:32][CH3:33])[CH2:21]1)=[O:19])[CH3:16]. (7) Given the reactants Br[CH2:2][CH2:3][CH2:4][CH2:5][C:6]([O:8][CH3:9])=[O:7].[N-:10]=[N+:11]=[N-:12].[Na+].O, predict the reaction product. The product is: [N:10]([CH2:2][CH2:3][CH2:4][CH2:5][C:6]([O:8][CH3:9])=[O:7])=[N+:11]=[N-:12]. (8) Given the reactants [F:1][C:2]1[CH:7]=[C:6]([F:8])[CH:5]=[CH:4][C:3]=1[OH:9].[H-].[Na+].[Br:12][C:13]1[C:14](Cl)=[N:15][C:16](Cl)=[N:17][CH:18]=1, predict the reaction product. The product is: [Br:12][C:13]1[C:14]([O:9][C:3]2[CH:4]=[CH:5][C:6]([F:8])=[CH:7][C:2]=2[F:1])=[N:15][C:16]([O:9][C:3]2[CH:4]=[CH:5][C:6]([F:8])=[CH:7][C:2]=2[F:1])=[N:17][CH:18]=1.